This data is from Catalyst prediction with 721,799 reactions and 888 catalyst types from USPTO. The task is: Predict which catalyst facilitates the given reaction. Reactant: [F:1][C:2]1[CH:7]=[CH:6][C:5]([NH:8][C:9]2[CH:14]=[CH:13][CH:12]=[CH:11][C:10]=2[N+:15]([O-])=O)=[CH:4][CH:3]=1. Product: [F:1][C:2]1[CH:7]=[CH:6][C:5]([NH:8][C:9]2[C:10]([NH2:15])=[CH:11][CH:12]=[CH:13][CH:14]=2)=[CH:4][CH:3]=1. The catalyst class is: 78.